Dataset: Forward reaction prediction with 1.9M reactions from USPTO patents (1976-2016). Task: Predict the product of the given reaction. (1) Given the reactants [Li+].[OH-].[O:3]=[C:4]1[N:10]([CH:11]2[CH2:16][CH2:15][N:14]([C:17]([O:19][C@@H:20]([C:31]([O:33]C)=[O:32])[CH2:21][C:22]3[CH:27]=[C:26]([CH3:28])[C:25]([NH2:29])=[C:24]([CH3:30])[CH:23]=3)=[O:18])[CH2:13][CH2:12]2)[CH2:9][CH2:8][C:7]2[CH:35]=[CH:36][CH:37]=[CH:38][C:6]=2[NH:5]1, predict the reaction product. The product is: [O:3]=[C:4]1[N:10]([CH:11]2[CH2:16][CH2:15][N:14]([C:17]([O:19][C@@H:20]([C:31]([OH:33])=[O:32])[CH2:21][C:22]3[CH:27]=[C:26]([CH3:28])[C:25]([NH2:29])=[C:24]([CH3:30])[CH:23]=3)=[O:18])[CH2:13][CH2:12]2)[CH2:9][CH2:8][C:7]2[CH:35]=[CH:36][CH:37]=[CH:38][C:6]=2[NH:5]1. (2) Given the reactants [Cl:1][C:2]1[CH:7]=[C:6]([Cl:8])[CH:5]=[CH:4][C:3]=1[CH2:9][O:10][C:11]1[CH:16]=[CH:15][C:14]([CH2:17]Cl)=[CH:13][CH:12]=1.C[O:20][C:21](=[O:32])[CH2:22][O:23][C:24]1[CH:29]=[CH:28][C:27]([SH:30])=[CH:26][C:25]=1[CH3:31], predict the reaction product. The product is: [Cl:1][C:2]1[CH:7]=[C:6]([Cl:8])[CH:5]=[CH:4][C:3]=1[CH2:9][O:10][C:11]1[CH:12]=[CH:13][C:14]([CH2:17][S:30][C:27]2[CH:28]=[CH:29][C:24]([O:23][CH2:22][C:21]([OH:32])=[O:20])=[C:25]([CH3:31])[CH:26]=2)=[CH:15][CH:16]=1. (3) Given the reactants [CH3:1]I.[Br:3][C:4]1[C:9]([OH:10])=[CH:8][CH:7]=[C:6]([I:11])[N:5]=1.O, predict the reaction product. The product is: [Br:3][C:4]1[C:9]([O:10][CH3:1])=[CH:8][CH:7]=[C:6]([I:11])[N:5]=1. (4) Given the reactants [Si]([O:8][C:9]1[CH:14]=[CH:13][C:12]([C:15]2[CH:19]([C:20]3[CH:25]=[CH:24][CH:23]=[CH:22][CH:21]=3)[C:18]([C:27]3([C:30]([O:32][CH3:33])=[O:31])[CH2:29][CH2:28]3)(O)[O:17][N:16]=2)=[CH:11][CH:10]=1)(C(C)(C)C)(C)C.Cl.C(=O)(O)[O-].[Na+], predict the reaction product. The product is: [CH3:33][O:32][C:30]([C:27]1([C:18]2[O:17][N:16]=[C:15]([C:12]3[CH:13]=[CH:14][C:9]([OH:8])=[CH:10][CH:11]=3)[C:19]=2[C:20]2[CH:25]=[CH:24][CH:23]=[CH:22][CH:21]=2)[CH2:28][CH2:29]1)=[O:31]. (5) The product is: [CH:1]([C:4]1[N:5]([CH2:9][O:10][CH2:11][CH2:12][O:13][CH3:14])[C:6]([Sn:21]([CH3:23])([CH3:22])[CH3:20])=[CH:7][N:8]=1)([CH3:3])[CH3:2]. Given the reactants [CH:1]([C:4]1[N:5]([CH2:9][O:10][CH2:11][CH2:12][O:13][CH3:14])[CH:6]=[CH:7][N:8]=1)([CH3:3])[CH3:2].[Li]CCCC.[CH3:20][Sn:21](Cl)([CH3:23])[CH3:22], predict the reaction product. (6) The product is: [NH:1]1[C:6]2=[N:7][CH:8]=[CH:9][C:5]2=[C:4]([N:10]2[CH2:11][CH2:12][CH:13]([NH:16][C:23]([C:19]3[CH:18]=[N:17][CH:22]=[CH:21][CH:20]=3)=[O:24])[CH2:14][CH2:15]2)[N:3]=[CH:2]1. Given the reactants [N:1]1[C:6]2[NH:7][CH:8]=[CH:9][C:5]=2[C:4]([N:10]2[CH2:15][CH2:14][CH:13]([NH2:16])[CH2:12][CH2:11]2)=[N:3][CH:2]=1.[N:17]1[CH:22]=[CH:21][CH:20]=[C:19]([C:23](O)=[O:24])[CH:18]=1.CN(C(ON1N=NC2C=CC=NC1=2)=[N+](C)C)C.F[P-](F)(F)(F)(F)F.C1C=NC2N(O)N=NC=2C=1.CCN(C(C)C)C(C)C, predict the reaction product.